From a dataset of Full USPTO retrosynthesis dataset with 1.9M reactions from patents (1976-2016). Predict the reactants needed to synthesize the given product. (1) The reactants are: Br[C:2]1[CH:3]=[C:4]([C:11]([NH2:13])=[O:12])[N:5]([CH2:7][CH:8]2[CH2:10][CH2:9]2)[CH:6]=1.[CH3:14][C:15]1[C:16](B2OC(C)(C)C(C)(C)O2)=[CH:17][C:18]([NH:21][C:22](=[O:24])[CH3:23])=[N:19][CH:20]=1.C(=O)([O-])[O-].[Cs+].[Cs+]. Given the product [C:22]([NH:21][C:18]1[CH:17]=[C:16]([C:2]2[CH:3]=[C:4]([C:11]([NH2:13])=[O:12])[N:5]([CH2:7][CH:8]3[CH2:10][CH2:9]3)[CH:6]=2)[C:15]([CH3:14])=[CH:20][N:19]=1)(=[O:24])[CH3:23], predict the reactants needed to synthesize it. (2) The reactants are: [CH3:1][O:2][C:3]([C:5]1[C:10]([NH2:11])=[CH:9][C:8]([C:12]#[C:13][CH2:14][O:15][Si](C(C)(C)C)(C)C)=[CH:7][N:6]=1)=[O:4].C(O)(C(F)(F)F)=O.C1(C)C=CC=CC=1. Given the product [CH3:1][O:2][C:3]([C:5]1[C:10]([NH2:11])=[CH:9][C:8]([C:12]#[C:13][CH2:14][OH:15])=[CH:7][N:6]=1)=[O:4], predict the reactants needed to synthesize it. (3) Given the product [C:1]([N:4]1[C:8]([CH:9]2[CH2:11][CH2:10]2)=[CH:7][C:6]([NH:12][C:13]2[C:18]([C:42]#[C:41][Si:43]([CH3:46])([CH3:45])[CH3:44])=[CH:17][N:16]=[C:15]([C:20]3[S:24][C:23]([S:25]([NH:28][CH2:29][CH2:30][N:31]([CH3:33])[CH3:32])(=[O:27])=[O:26])=[CH:22][CH:21]=3)[N:14]=2)=[N:5]1)(=[O:3])[CH3:2], predict the reactants needed to synthesize it. The reactants are: [C:1]([N:4]1[C:8]([CH:9]2[CH2:11][CH2:10]2)=[CH:7][C:6]([NH:12][C:13]2[C:18](Br)=[CH:17][N:16]=[C:15]([C:20]3[S:24][C:23]([S:25]([NH:28][CH2:29][CH2:30][N:31]([CH3:33])[CH3:32])(=[O:27])=[O:26])=[CH:22][CH:21]=3)[N:14]=2)=[N:5]1)(=[O:3])[CH3:2].CCN(CC)CC.[C:41]([Si:43]([CH3:46])([CH3:45])[CH3:44])#[CH:42]. (4) Given the product [CH2:13]([C:25]1[CH:26]=[CH:27][C:28]([C:29]([O:1]/[N:2]=[C:3](/[C:5]2([C:8]([O:10][CH2:11][CH3:12])=[O:9])[CH2:6][CH2:7]2)\[NH2:4])=[O:30])=[CH:32][CH:33]=1)[CH2:14][CH2:15][CH2:16][CH2:17][CH2:18][CH2:19][CH2:20][CH2:21][CH2:22][CH2:23][CH3:24], predict the reactants needed to synthesize it. The reactants are: [OH:1]/[N:2]=[C:3](/[C:5]1([C:8]([O:10][CH2:11][CH3:12])=[O:9])[CH2:7][CH2:6]1)\[NH2:4].[CH2:13]([C:25]1[CH:33]=[CH:32][C:28]([C:29](O)=[O:30])=[CH:27][CH:26]=1)[CH2:14][CH2:15][CH2:16][CH2:17][CH2:18][CH2:19][CH2:20][CH2:21][CH2:22][CH2:23][CH3:24]. (5) Given the product [CH2:1]([O:3][C:4]1[CH:5]=[C:6]([N:10]2[CH2:14][C:13]3([CH2:19][CH2:18][CH2:17][CH:16]([CH2:20][N:21]4[C:22]5[CH:29]=[C:26]([C:27]#[N:28])[C:25]([F:30])=[CH:24][C:23]=5[N:31]=[CH:35]4)[CH2:15]3)[O:12][C:11]2=[O:34])[CH:7]=[CH:8][CH:9]=1)[CH3:2], predict the reactants needed to synthesize it. The reactants are: [CH2:1]([O:3][C:4]1[CH:5]=[C:6]([N:10]2[CH2:14][C:13]3([CH2:19][CH2:18][CH2:17][CH:16]([CH2:20][NH:21][C:22]4[C:23]([N+:31]([O-])=O)=[CH:24][C:25]([F:30])=[C:26]([CH:29]=4)[C:27]#[N:28])[CH2:15]3)[O:12][C:11]2=[O:34])[CH:7]=[CH:8][CH:9]=1)[CH3:2].[CH:35](OC)(OC)OC.C(O)=O.C(O)(C(F)(F)F)=O. (6) The reactants are: [C:1]([C:4]1[CH:13]=[C:12]([C:14]([OH:16])=[O:15])[C:11]2[C:6](=[CH:7][CH:8]=[CH:9][CH:10]=2)[N:5]=1)([OH:3])=[O:2].Cl[Si](C)(C)[CH3:19]. Given the product [C:1]([C:4]1[CH:13]=[C:12]([C:14]([O:16][CH3:19])=[O:15])[C:11]2[C:6](=[CH:7][CH:8]=[CH:9][CH:10]=2)[N:5]=1)([OH:3])=[O:2], predict the reactants needed to synthesize it.